This data is from Full USPTO retrosynthesis dataset with 1.9M reactions from patents (1976-2016). The task is: Predict the reactants needed to synthesize the given product. (1) Given the product [OH:3][CH2:4][CH:6]1[CH:10]([C:11]2[C:12]([O:21][CH3:22])=[CH:13][C:14]([O:19][CH3:20])=[CH:15][C:16]=2[O:17][CH3:18])[CH2:9][N:8]([CH3:23])[C:7]1=[O:24], predict the reactants needed to synthesize it. The reactants are: C([O:3][C:4]([CH:6]1[CH:10]([C:11]2[C:16]([O:17][CH3:18])=[CH:15][C:14]([O:19][CH3:20])=[CH:13][C:12]=2[O:21][CH3:22])[CH2:9][N:8]([CH3:23])[C:7]1=[O:24])=O)C.[BH4-].[Na+]. (2) Given the product [CH3:15][O:16][CH:17]([O:18][CH3:19])[C:3]1[CH:10]=[C:9]([CH3:11])[C:6]([C:7]#[N:8])=[C:5]([CH3:12])[CH:4]=1, predict the reactants needed to synthesize it. The reactants are: C([C:3]1[CH:10]=[C:9]([CH3:11])[C:6]([C:7]#[N:8])=[C:5]([CH3:12])[CH:4]=1)=O.CO.[CH3:15][O:16][CH:17](OC)[O:18][CH3:19].C12(CS(O)(=O)=O)C(C)(C)C(CC1)CC2=O.